From a dataset of B-cell epitopes from IEDB database with 3,159 antigens for binding position prediction. Token-level Classification. Given an antigen amino acid sequence, predict which amino acid positions are active epitope sites capable of antibody binding. Output is a list of indices for active positions. (1) Given the antigen sequence: MPEPAKSAPAPKKGSKKAVTKAQKKDGKKRKRSRKESYSVYVYKVLKQVHPDTGISSKAMGIMNSFVNDIFERIAGEASRLAHYNKRSTITSREIQTAVRLLLPGELAKHAVSEGTKAVTKYTSAK, which amino acid positions are active epitope sites? The epitope positions are: [11, 12, 13, 14, 15, 16, 17, 18, 19, 20, 21]. The amino acids at these positions are: KKGSKKAVTKA. (2) Given the antigen sequence: MFCTSPATRGDSSESKPGASVDVNGKMEYGSAPGPLNGRDTSRGPGAFCTPGWEIHPARLVEDINRVFLCIAQSSGRVTRDSRRLRRICLDFYLMGRTRQRPTLACWEELLQLQPTQTQCLRATLMEVSHRPPRGEDGFIEAPNVPLHRSALECDVSDDGGEDDSDDDGSTPSDVIEFRDSDAESSDGEDFIVEEESEESTDSCEPDGVPGDCYRDGDGCNTPSPKRPQRATERYAGAETAEYTAAKALTAL, which amino acid positions are active epitope sites? The epitope positions are: [140, 141, 142, 143, 144, 145, 146, 147, 148, 149]. The amino acids at these positions are: EAPNVPLHRS.